This data is from Forward reaction prediction with 1.9M reactions from USPTO patents (1976-2016). The task is: Predict the product of the given reaction. (1) Given the reactants C([SnH](CCCC)CCCC)CCC.I[CH2:15][CH2:16][OH:17].[C:18]([O:42][CH:43]1[CH2:48][C:47]([CH3:50])([CH3:49])[N:46]([OH:51])[C:45]([CH3:53])([CH3:52])[CH2:44]1)(=[O:41])[CH2:19][CH2:20][CH2:21][CH2:22][CH2:23][CH2:24][CH2:25][CH2:26][C:27]([O:29][CH:30]1[CH2:35][C:34]([CH3:37])([CH3:36])[N:33]([OH:38])[C:32]([CH3:40])([CH3:39])[CH2:31]1)=[O:28].CCCCCCC.CCCCCCC.[C:68](OCC)(=[O:70])[CH3:69], predict the reaction product. The product is: [C:18]([O:42][CH:43]1[CH2:44][C:45]([CH3:53])([CH3:52])[N:46]([O:51][CH2:69][CH2:68][OH:70])[C:47]([CH3:50])([CH3:49])[CH2:48]1)(=[O:41])[CH2:19][CH2:20][CH2:21][CH2:22][CH2:23][CH2:24][CH2:25][CH2:26][C:27]([O:29][CH:30]1[CH2:31][C:32]([CH3:39])([CH3:40])[N:33]([O:38][CH2:15][CH2:16][OH:17])[C:34]([CH3:36])([CH3:37])[CH2:35]1)=[O:28]. (2) Given the reactants [NH2:1][C:2]1[N:6]([C:7]2[CH:8]=[C:9]([CH2:13][C:14](OCC)=[O:15])[CH:10]=[CH:11][CH:12]=2)[N:5]=[C:4]([C:19]([F:22])([F:21])[F:20])[CH:3]=1.[NH4+:23].[OH-], predict the reaction product. The product is: [NH2:1][C:2]1[N:6]([C:7]2[CH:8]=[C:9]([CH2:13][C:14]([NH2:23])=[O:15])[CH:10]=[CH:11][CH:12]=2)[N:5]=[C:4]([C:19]([F:22])([F:21])[F:20])[CH:3]=1.